This data is from Full USPTO retrosynthesis dataset with 1.9M reactions from patents (1976-2016). The task is: Predict the reactants needed to synthesize the given product. Given the product [Cl:1][C:2]1[CH:7]=[CH:6][CH:5]=[C:4]([Cl:8])[C:3]=1[NH:9][C:10]1[NH:22][C:21]2[C:16]3[N:17]=[C:18]([CH3:20])[O:19][C:15]=3[C:14]([C:23]([NH:31][C:30]3[CH:32]=[CH:33][C:27]([F:26])=[CH:28][CH:29]=3)=[O:24])=[CH:13][C:12]=2[N:11]=1, predict the reactants needed to synthesize it. The reactants are: [Cl:1][C:2]1[CH:7]=[CH:6][CH:5]=[C:4]([Cl:8])[C:3]=1[NH:9][C:10]1[NH:22][C:21]2[C:16]3[N:17]=[C:18]([CH3:20])[O:19][C:15]=3[C:14]([C:23](O)=[O:24])=[CH:13][C:12]=2[N:11]=1.[F:26][C:27]1[CH:33]=[CH:32][C:30]([NH2:31])=[CH:29][CH:28]=1.[H-].[Na+].